This data is from Catalyst prediction with 721,799 reactions and 888 catalyst types from USPTO. The task is: Predict which catalyst facilitates the given reaction. (1) Reactant: Cl[C:2]1[N:7]=[C:6]([NH:8][CH:9]2[CH2:23][CH:12]3[CH2:13][N:14]([C:16]([O:18][C:19]([CH3:22])([CH3:21])[CH3:20])=[O:17])[CH2:15][CH:11]3[CH2:10]2)[C:5]([Cl:24])=[CH:4][N:3]=1.[CH3:25][N:26]1[C:30]([CH3:31])=[CH:29][C:28]([NH2:32])=[N:27]1.FC(F)(F)C(O)=O.C([O-])([O-])=O.[Na+].[Na+]. Product: [Cl:24][C:5]1[C:6]([NH:8][CH:9]2[CH2:23][CH:12]3[CH2:13][N:14]([C:16]([O:18][C:19]([CH3:22])([CH3:21])[CH3:20])=[O:17])[CH2:15][CH:11]3[CH2:10]2)=[N:7][C:2]([NH:32][C:28]2[CH:29]=[C:30]([CH3:31])[N:26]([CH3:25])[N:27]=2)=[N:3][CH:4]=1. The catalyst class is: 12. (2) Reactant: [CH3:1][N+:2](C)([C:12]1[CH:17]=[CH:16][C:15]([CH3:18])=[CH:14][CH:13]=1)[C:3]1[C:11]2[O:10][CH2:9][O:8][C:7]=2[CH:6]=[CH:5][CH:4]=1.C1OCCOCCOCCOCCOCCOC1.[F-].[K+]. Product: [CH3:1][N:2]([C:12]1[CH:17]=[CH:16][C:15]([CH3:18])=[CH:14][CH:13]=1)[C:3]1[CH:4]=[CH:5][C:6]2[O:10][CH2:9][O:8][C:7]=2[CH:11]=1. The catalyst class is: 1. (3) Reactant: [OH:1][CH2:2][CH:3]([C:10]1[N:15]=[C:14]([NH:16][C:17]2[S:21][C:20]([C:22]3[CH:23]=[N:24][C:25]([N:28]4[CH2:33][CH2:32][O:31][CH2:30][CH2:29]4)=[CH:26][CH:27]=3)=[N:19][C:18]=2[C:34]([OH:36])=O)[CH:13]=[CH:12][CH:11]=1)[N:4]1[CH2:9][CH2:8][O:7][CH2:6][CH2:5]1.O[N:38]1C2C=CC=CC=2N=N1.Cl.C(N=C=NCCCN(C)C)C.[Cl-].[NH4+].C(N(C(C)C)CC)(C)C. Product: [OH:1][CH2:2][CH:3]([C:10]1[N:15]=[C:14]([NH:16][C:17]2[S:21][C:20]([C:22]3[CH:23]=[N:24][C:25]([N:28]4[CH2:33][CH2:32][O:31][CH2:30][CH2:29]4)=[CH:26][CH:27]=3)=[N:19][C:18]=2[C:34]([NH2:38])=[O:36])[CH:13]=[CH:12][CH:11]=1)[N:4]1[CH2:9][CH2:8][O:7][CH2:6][CH2:5]1. The catalyst class is: 18. (4) Reactant: [Cl:1][C:2]1[CH:7]=[C:6]([Cl:8])[N:5]=[C:4]([S:9]([CH3:12])(=O)=O)[N:3]=1.SC1[CH:19]=[CH:18][C:17]([NH:20][C:21]([CH:23]2[CH2:27][CH2:26][CH2:25][CH2:24]2)=[O:22])=[CH:16][CH:15]=1.C(N(CC)CC)C.O. Product: [Cl:1][C:2]1[CH:7]=[C:6]([Cl:8])[N:5]=[C:4]([S:9][C:12]2[CH:19]=[CH:18][C:17]([NH:20][C:21]([CH:23]3[CH2:24][CH2:25][CH2:26][CH2:27]3)=[O:22])=[CH:16][CH:15]=2)[N:3]=1. The catalyst class is: 10. (5) Reactant: [F:1][C:2]1[CH:7]=[C:6]([F:8])[C:5]([F:9])=[CH:4][C:3]=1[NH:10][C:11]1[O:12][CH:13]=[C:14]([C:16]([O:18]CC)=[O:17])[N:15]=1.C[Si](C)(C)[O-].[K+].O.Cl. Product: [F:1][C:2]1[CH:7]=[C:6]([F:8])[C:5]([F:9])=[CH:4][C:3]=1[NH:10][C:11]1[O:12][CH:13]=[C:14]([C:16]([OH:18])=[O:17])[N:15]=1. The catalyst class is: 1. (6) Reactant: [CH3:1][NH:2][N:3]=[C:4]([CH3:10])[C:5]([O:7][CH2:8][CH3:9])=[O:6].C(=O)([O-])[O-].[K+].[K+].[Cl:17][C:18]1[CH:23]=[C:22]([CH2:24][CH3:25])[C:21]([CH2:26][C:27](Cl)=[O:28])=[C:20]([CH2:30][CH3:31])[CH:19]=1. Product: [Cl:17][C:18]1[CH:23]=[C:22]([CH2:24][CH3:25])[C:21]([CH2:26][C:27]([N:2]([CH3:1])[N:3]=[C:4]([CH3:10])[C:5]([O:7][CH2:8][CH3:9])=[O:6])=[O:28])=[C:20]([CH2:30][CH3:31])[CH:19]=1. The catalyst class is: 10. (7) Reactant: [CH2:1]([O:4][CH2:5][C:6]1[CH:11]=[C:10]([Cl:12])[C:9]([CH2:13][C:14]2[CH:19]=[CH:18][C:17]([CH2:20][CH3:21])=[CH:16][CH:15]=2)=[CH:8][C:7]=1[C@H:22]1[C@H:27]([OH:28])[C@@H:26]([OH:29])[C@H:25]([OH:30])[C@@H:24]([CH2:31][OH:32])[O:23]1)[CH:2]=[CH2:3].C1C=C(Cl)C=C(C(OO)=[O:41])C=1. Product: [Cl:12][C:10]1[C:9]([CH2:13][C:14]2[CH:19]=[CH:18][C:17]([CH2:20][CH3:21])=[CH:16][CH:15]=2)=[CH:8][C:7]([C@H:22]2[C@H:27]([OH:28])[C@@H:26]([OH:29])[C@H:25]([OH:30])[C@@H:24]([CH2:31][OH:32])[O:23]2)=[C:6]([CH2:5][O:4][CH2:1][CH:2]2[CH2:3][O:41]2)[CH:11]=1. The catalyst class is: 2.